From a dataset of Forward reaction prediction with 1.9M reactions from USPTO patents (1976-2016). Predict the product of the given reaction. (1) Given the reactants [F:1][C:2]1[CH:7]=[CH:6][C:5]([C:8]([CH3:18])([CH3:17])[CH2:9][C@:10]2([C:13]([F:16])([F:15])[F:14])[CH2:12][O:11]2)=[C:4]([CH3:19])[CH:3]=1.C1C(=O)N([Br:27])C(=O)C1, predict the reaction product. The product is: [Br:27][CH2:19][C:4]1[CH:3]=[C:2]([F:1])[CH:7]=[CH:6][C:5]=1[C:8]([CH3:17])([CH3:18])[CH2:9][C@:10]1([C:13]([F:16])([F:14])[F:15])[CH2:12][O:11]1. (2) Given the reactants [C:1]1([S:7]([C:10]2[CH:11]=[C:12]3[C:17](=[CH:18][CH:19]=2)[CH:16](O)[CH2:15][CH2:14][CH2:13]3)(=[O:9])=[O:8])[CH:6]=[CH:5][CH:4]=[CH:3][CH:2]=1.S(Cl)([Cl:23])=O, predict the reaction product. The product is: [C:1]1([S:7]([C:10]2[CH:11]=[C:12]3[C:17](=[CH:18][CH:19]=2)[CH:16]([Cl:23])[CH2:15][CH2:14][CH2:13]3)(=[O:9])=[O:8])[CH:6]=[CH:5][CH:4]=[CH:3][CH:2]=1. (3) Given the reactants N[C:2](N)=[S:3].[F:5][C:6]1[CH:7]=[C:8]([CH:11]=[CH:12][C:13]=1[F:14])CBr.Cl, predict the reaction product. The product is: [F:5][C:6]1[CH:7]=[C:8]([CH2:2][SH:3])[CH:11]=[CH:12][C:13]=1[F:14]. (4) Given the reactants [OH:1][C:2]1[N:6]([C:7]2[CH:12]=[C:11]([C:13]#[N:14])[CH:10]=[CH:9][N:8]=2)[N:5]=[C:4]([CH3:15])[CH:3]=1.C([O-])([O-])=O.[K+].[K+].[CH2:22](Br)[C:23]1[CH:28]=[CH:27][CH:26]=[CH:25][CH:24]=1.O, predict the reaction product. The product is: [CH2:22]([O:1][C:2]1[N:6]([C:7]2[CH:12]=[C:11]([C:13]#[N:14])[CH:10]=[CH:9][N:8]=2)[N:5]=[C:4]([CH3:15])[CH:3]=1)[C:23]1[CH:28]=[CH:27][CH:26]=[CH:25][CH:24]=1. (5) Given the reactants [N:1]1[CH:6]=[CH:5][CH:4]=[CH:3][C:2]=1[C:7]1[N:8]=[C:9]([NH2:12])[S:10][CH:11]=1.[B-](F)(F)(F)[F:14].[B-](F)(F)(F)F.C1[N+]2(CCl)CC[N+](F)(CC2)C1, predict the reaction product. The product is: [F:14][C:11]1[S:10][C:9]([NH2:12])=[N:8][C:7]=1[C:2]1[CH:3]=[CH:4][CH:5]=[CH:6][N:1]=1. (6) Given the reactants [F:1][C:2]1[CH:7]=[CH:6][CH:5]=[CH:4][C:3]=1[C:8]1[C:12]([C:13]([OH:15])=O)=[C:11]([CH3:16])[O:10][N:9]=1.Cl.C(N=C=NCCCN(C)C)C.[CH3:29][O:30][C:31]1[CH:36]=[CH:35][CH:34]=[CH:33][C:32]=1[N:37]1[CH2:42][CH2:41][NH:40][CH2:39][CH2:38]1, predict the reaction product. The product is: [F:1][C:2]1[CH:7]=[CH:6][CH:5]=[CH:4][C:3]=1[C:8]1[C:12]([C:13]([N:40]2[CH2:39][CH2:38][N:37]([C:32]3[CH:33]=[CH:34][CH:35]=[CH:36][C:31]=3[O:30][CH3:29])[CH2:42][CH2:41]2)=[O:15])=[C:11]([CH3:16])[O:10][N:9]=1. (7) Given the reactants [NH2:1][C:2]1[CH:31]=[CH:30][C:5]([O:6][C:7]2[CH:12]=[CH:11][N:10]=[C:9]3[CH:13]=[C:14]([C:16]4[N:21]=[CH:20][C:19]([CH2:22][N:23]5[CH2:28][CH2:27][O:26][CH2:25][C:24]5=[O:29])=[CH:18][CH:17]=4)[S:15][C:8]=23)=[C:4]([F:32])[CH:3]=1.ClC(Cl)(O[C:37](=[O:43])OC(Cl)(Cl)Cl)Cl.[CH:45]1([NH2:48])[CH2:47][CH2:46]1, predict the reaction product. The product is: [CH:45]1([NH:48][C:37]([NH:1][C:2]2[CH:31]=[CH:30][C:5]([O:6][C:7]3[CH:12]=[CH:11][N:10]=[C:9]4[CH:13]=[C:14]([C:16]5[CH:17]=[CH:18][C:19]([CH2:22][N:23]6[CH2:28][CH2:27][O:26][CH2:25][C:24]6=[O:29])=[CH:20][N:21]=5)[S:15][C:8]=34)=[C:4]([F:32])[CH:3]=2)=[O:43])[CH2:47][CH2:46]1. (8) Given the reactants [Cl:1][C:2]1[CH:21]=[CH:20][C:5]([O:6][C:7]2[CH:19]=[CH:18][C:10]([O:11][CH2:12][C@H:13]3[CH2:17][CH2:16][CH2:15][NH:14]3)=[CH:9][CH:8]=2)=[CH:4][CH:3]=1.C(N(CC)CC)C.Br[CH2:30][C:31]([O:33][C:34]([CH3:37])([CH3:36])[CH3:35])=[O:32].O.ClCCl, predict the reaction product. The product is: [C:34]([O:33][C:31](=[O:32])[CH2:30][N:14]1[CH2:15][CH2:16][CH2:17][C@@H:13]1[CH2:12][O:11][C:10]1[CH:18]=[CH:19][C:7]([O:6][C:5]2[CH:20]=[CH:21][C:2]([Cl:1])=[CH:3][CH:4]=2)=[CH:8][CH:9]=1)([CH3:37])([CH3:36])[CH3:35]. (9) Given the reactants Br[CH2:2][C:3]1[C:8]([CH3:9])=[CH:7][CH:6]=[CH:5][C:4]=1[CH3:10].[S:11]([O-:14])([O-:13])=[O:12].[Na+].[Na+].O, predict the reaction product. The product is: [CH3:10][C:4]1[CH:5]=[CH:6][CH:7]=[C:8]([CH3:9])[C:3]=1[CH2:2][S:11]([OH:14])(=[O:13])=[O:12]. (10) Given the reactants [NH2:1][C:2]1[C:13]2[C@@:12]3([CH3:16])[C@H:14]([CH3:15])[C@H:8]([N:9]([C:17](=[O:22])[C:18]([F:21])([F:20])[F:19])[CH2:10][CH2:11]3)[CH2:7][C:6]=2[CH:5]=[CH:4][C:3]=1[OH:23].[C:24](OC)(OC)(OC)[CH3:25], predict the reaction product. The product is: [F:20][C:18]([F:21])([F:19])[C:17]([N:9]1[CH2:10][CH2:11][C@:12]2([CH3:16])[C@H:14]([CH3:15])[C@H:8]1[CH2:7][C:6]1[CH:5]=[CH:4][C:3]3[O:23][CH:24]([CH3:25])[NH:1][C:2]=3[C:13]=12)=[O:22].